Dataset: Full USPTO retrosynthesis dataset with 1.9M reactions from patents (1976-2016). Task: Predict the reactants needed to synthesize the given product. Given the product [Br:3][C:4]1[C:5](=[O:14])[N:6]([CH2:38][CH2:37][CH2:36][O:35][C:32]2[CH:33]=[CH:34][C:20]3[N:19]([CH2:17][CH3:18])[C:25](=[O:26])[C:24]([CH3:28])([CH3:27])[C:23](=[O:29])[N:22]([CH3:30])[C:21]=3[CH:31]=2)[C:7]2[C:12]([CH:13]=1)=[CH:11][CH:10]=[CH:9][CH:8]=2, predict the reactants needed to synthesize it. The reactants are: [H-].[Na+].[Br:3][C:4]1[C:5](=[O:14])[NH:6][C:7]2[C:12]([CH:13]=1)=[CH:11][CH:10]=[CH:9][CH:8]=2.[Br-].[Li+].[CH2:17]([N:19]1[C:25](=[O:26])[C:24]([CH3:28])([CH3:27])[C:23](=[O:29])[N:22]([CH3:30])[C:21]2[CH:31]=[C:32]([O:35][CH2:36][CH2:37][CH2:38]I)[CH:33]=[CH:34][C:20]1=2)[CH3:18].